This data is from Peptide-MHC class I binding affinity with 185,985 pairs from IEDB/IMGT. The task is: Regression. Given a peptide amino acid sequence and an MHC pseudo amino acid sequence, predict their binding affinity value. This is MHC class I binding data. The peptide sequence is RPYGKFRAM. The MHC is HLA-A01:01 with pseudo-sequence HLA-A01:01. The binding affinity (normalized) is 0.0847.